Dataset: Catalyst prediction with 721,799 reactions and 888 catalyst types from USPTO. Task: Predict which catalyst facilitates the given reaction. (1) Reactant: [I:1][C:2]1[C:10]2[C:5](=[N:6][CH:7]=[CH:8][CH:9]=2)[NH:4][N:3]=1.C(N(CC)CC)C.[CH3:18][C:19]([O:22][C:23](O[C:23]([O:22][C:19]([CH3:21])([CH3:20])[CH3:18])=[O:24])=[O:24])([CH3:21])[CH3:20]. Product: [I:1][C:2]1[C:10]2[C:5](=[N:6][CH:7]=[CH:8][CH:9]=2)[N:4]([C:23]([O:22][C:19]([CH3:21])([CH3:20])[CH3:18])=[O:24])[N:3]=1. The catalyst class is: 599. (2) Reactant: [Br:1][C:2]1[CH:23]=[CH:22][C:5]2[N:6]([CH2:20][CH3:21])[C:7]([CH2:9][CH2:10][C:11]([C:13]3[CH:18]=[CH:17][CH:16]=[C:15]([F:19])[CH:14]=3)=O)=[N:8][C:4]=2[CH:3]=1.[CH3:24]N(C(N(C)C)N(C)C)C.[NH2:34][OH:35]. Product: [Br:1][C:2]1[CH:23]=[CH:22][C:5]2[N:6]([CH2:20][CH3:21])[C:7]([CH2:9][C:10]3[C:11]([C:13]4[CH:18]=[CH:17][CH:16]=[C:15]([F:19])[CH:14]=4)=[N:34][O:35][CH:24]=3)=[N:8][C:4]=2[CH:3]=1. The catalyst class is: 14.